Dataset: Catalyst prediction with 721,799 reactions and 888 catalyst types from USPTO. Task: Predict which catalyst facilitates the given reaction. Reactant: Cl.O1CCOCC1.[C:8]([C:10]1[N:11]=[CH:12][C:13]2[CH:18]=[C:17]([CH2:19][N:20]3[CH2:25][CH2:24][N:23](C(O)=O)[CH2:22][CH2:21]3)[N:16]([CH2:29][C:30]([CH3:33])([CH3:32])[CH3:31])[C:14]=2[N:15]=1)#[N:9]. Product: [CH3:31][C:30]([CH3:33])([CH3:32])[CH2:29][N:16]1[C:14]2[N:15]=[C:10]([C:8]#[N:9])[N:11]=[CH:12][C:13]=2[CH:18]=[C:17]1[CH2:19][N:20]1[CH2:25][CH2:24][NH:23][CH2:22][CH2:21]1. The catalyst class is: 28.